Dataset: NCI-60 drug combinations with 297,098 pairs across 59 cell lines. Task: Regression. Given two drug SMILES strings and cell line genomic features, predict the synergy score measuring deviation from expected non-interaction effect. (1) Drug 2: CC12CCC3C(C1CCC2OP(=O)(O)O)CCC4=C3C=CC(=C4)OC(=O)N(CCCl)CCCl.[Na+]. Drug 1: C(CC(=O)O)C(=O)CN.Cl. Synergy scores: CSS=0.207, Synergy_ZIP=-2.05, Synergy_Bliss=-2.99, Synergy_Loewe=-7.03, Synergy_HSA=-5.28. Cell line: HS 578T. (2) Synergy scores: CSS=23.7, Synergy_ZIP=-5.94, Synergy_Bliss=-2.83, Synergy_Loewe=-17.0, Synergy_HSA=-2.35. Cell line: UACC-257. Drug 1: C1=CC(=C2C(=C1NCCNCCO)C(=O)C3=C(C=CC(=C3C2=O)O)O)NCCNCCO. Drug 2: CCC1(CC2CC(C3=C(CCN(C2)C1)C4=CC=CC=C4N3)(C5=C(C=C6C(=C5)C78CCN9C7C(C=CC9)(C(C(C8N6C)(C(=O)OC)O)OC(=O)C)CC)OC)C(=O)OC)O.OS(=O)(=O)O. (3) Cell line: LOX IMVI. Synergy scores: CSS=35.9, Synergy_ZIP=-10.7, Synergy_Bliss=-1.77, Synergy_Loewe=-5.56, Synergy_HSA=2.36. Drug 1: C1C(C(OC1N2C=C(C(=O)NC2=O)F)CO)O. Drug 2: C1C(C(OC1N2C=NC(=NC2=O)N)CO)O. (4) Drug 2: CCN(CC)CCCC(C)NC1=C2C=C(C=CC2=NC3=C1C=CC(=C3)Cl)OC. Synergy scores: CSS=6.74, Synergy_ZIP=-3.21, Synergy_Bliss=4.15, Synergy_Loewe=-1.15, Synergy_HSA=2.40. Cell line: MDA-MB-231. Drug 1: CC1C(C(CC(O1)OC2CC(CC3=C2C(=C4C(=C3O)C(=O)C5=C(C4=O)C(=CC=C5)OC)O)(C(=O)CO)O)N)O.Cl.